From a dataset of Catalyst prediction with 721,799 reactions and 888 catalyst types from USPTO. Predict which catalyst facilitates the given reaction. (1) Reactant: [NH:1]1[CH2:5][CH2:4][CH2:3][CH2:2]1.[CH:6]12[O:12][CH:7]1[CH2:8][CH2:9][CH2:10][CH2:11]2. Product: [N:1]1([C@@H:6]2[CH2:11][CH2:10][CH2:9][CH2:8][C@H:7]2[OH:12])[CH2:5][CH2:4][CH2:3][CH2:2]1. The catalyst class is: 6. (2) Reactant: C[C:2]1(C)[C:14](=[CH2:15])[C:13](=[O:16])[C:12]2[C:11]3[C:6](=[CH:7][CH:8]=[CH:9][CH:10]=3)[N:5]([CH2:17][C:18]3[CH:27]=[CH:26][C:21]([C:22]([O:24][CH3:25])=[O:23])=[CH:20][CH:19]=3)[C:4]=2[CH2:3]1.Cl.[F:30][C:31]1([F:36])[CH2:35][CH2:34][NH:33][CH2:32]1.C(=O)([O-])[O-].[K+].[K+]. Product: [F:30][C:31]1([F:36])[CH2:35][CH2:34][N:33]([CH2:15][CH:14]2[C:13](=[O:16])[C:12]3[C:11]4[C:6](=[CH:7][CH:8]=[CH:9][CH:10]=4)[N:5]([CH2:17][C:18]4[CH:19]=[CH:20][C:21]([C:22]([O:24][CH3:25])=[O:23])=[CH:26][CH:27]=4)[C:4]=3[CH2:3][CH2:2]2)[CH2:32]1. The catalyst class is: 11.